From a dataset of Forward reaction prediction with 1.9M reactions from USPTO patents (1976-2016). Predict the product of the given reaction. (1) Given the reactants [F:1][C:2]1[CH:3]=[N:4][CH:5]=[C:6]([F:20])[C:7]=1[S:8][C:9]1[S:13][C:12]([C:14]([OH:16])=O)=[CH:11][C:10]=1[N+:17]([O-:19])=[O:18].[CH3:21][N:22]1[CH2:27][CH2:26][CH:25]([NH2:28])[CH2:24][CH2:23]1, predict the reaction product. The product is: [F:20][C:6]1[CH:5]=[N:4][CH:3]=[C:2]([F:1])[C:7]=1[S:8][C:9]1[S:13][C:12]([C:14]([NH:28][CH:25]2[CH2:26][CH2:27][N:22]([CH3:21])[CH2:23][CH2:24]2)=[O:16])=[CH:11][C:10]=1[N+:17]([O-:19])=[O:18]. (2) Given the reactants C([O:3][C:4]([C:6]1[N:7]([CH3:17])[N:8]=[C:9]([C:12]([CH3:16])([CH3:15])[CH2:13][F:14])[C:10]=1[Cl:11])=[O:5])C.[OH-].[Na+], predict the reaction product. The product is: [Cl:11][C:10]1[C:9]([C:12]([CH3:16])([CH3:15])[CH2:13][F:14])=[N:8][N:7]([CH3:17])[C:6]=1[C:4]([OH:5])=[O:3]. (3) Given the reactants [CH2:1]([C:5]1[CH:10]=[CH:9][C:8]([C:11]2[CH:12]=[CH:13][C:14]3[C:15]4[CH2:27][C:26]5[C:21](=[CH:22][CH:23]=[C:24]([NH2:28])[CH:25]=5)[C:16]=4[NH:17][C:18]=3[C:19]=2[F:20])=[CH:7][CH:6]=1)[CH2:2][CH2:3][CH3:4].[CH:29](OCC)(OCC)OCC.[N-:39]=[N+:40]=[N-:41].[Na+], predict the reaction product. The product is: [CH2:1]([C:5]1[CH:6]=[CH:7][C:8]([C:11]2[CH:12]=[CH:13][C:14]3[C:15]4[CH2:27][C:26]5[C:21](=[CH:22][CH:23]=[C:24]([N:28]6[CH:29]=[N:41][N:40]=[N:39]6)[CH:25]=5)[C:16]=4[NH:17][C:18]=3[C:19]=2[F:20])=[CH:9][CH:10]=1)[CH2:2][CH2:3][CH3:4]. (4) Given the reactants [F:1][C:2]1[CH:7]=[CH:6][C:5]([C:8](=O)[CH2:9][NH:10][C:11](=O)[CH3:12])=[CH:4][CH:3]=1.C([O-])(C)=O.[NH4+:19].CC(O)=O, predict the reaction product. The product is: [F:1][C:2]1[CH:7]=[CH:6][C:5]([C:8]2[N:19]=[C:11]([CH3:12])[NH:10][CH:9]=2)=[CH:4][CH:3]=1.